From a dataset of Catalyst prediction with 721,799 reactions and 888 catalyst types from USPTO. Predict which catalyst facilitates the given reaction. Reactant: [Cl:1][C:2]1[CH:7]=[CH:6][C:5]([S:8]([N:11]([C:15]2[C:16]([C:22]([C:24]3[CH:25]([CH3:32])[N:26]([OH:31])[CH:27]=[CH:28][C:29]=3[CH3:30])=[O:23])=[N:17][CH:18]=[C:19]([Cl:21])[CH:20]=2)COC)(=[O:10])=[O:9])=[CH:4][C:3]=1[C:33]([F:36])([F:35])[F:34]. Product: [Cl:1][C:2]1[CH:7]=[CH:6][C:5]([S:8]([NH:11][C:15]2[C:16]([C:22]([C:24]3[CH:25]([CH3:32])[N:26]([OH:31])[CH:27]=[CH:28][C:29]=3[CH3:30])=[O:23])=[N:17][CH:18]=[C:19]([Cl:21])[CH:20]=2)(=[O:9])=[O:10])=[CH:4][C:3]=1[C:33]([F:36])([F:34])[F:35]. The catalyst class is: 126.